This data is from Reaction yield outcomes from USPTO patents with 853,638 reactions. The task is: Predict the reaction yield, written as a fraction of the theoretical maximum amount of product (1.0 means a 100% yield; for example, 0.34 means a 34% yield). (1) The reactants are [Br:1][C:2]1[CH:3]=[C:4]2[C:8](=[CH:9][CH:10]=1)[C@@H:7]([N:11]1[CH2:16][CH2:15][N:14]([C:17]3([CH3:30])[CH2:22][CH2:21][N:20]([C:23]([O:25][C:26]([CH3:29])([CH3:28])[CH3:27])=[O:24])[CH2:19][CH2:18]3)[CH2:13][C@@H:12]1[CH3:31])[C@H:6]([OH:32])[CH2:5]2.[H-].[Na+].I[CH2:36][CH3:37]. The catalyst is O1CCCC1. The product is [Br:1][C:2]1[CH:3]=[C:4]2[C:8](=[CH:9][CH:10]=1)[C@@H:7]([N:11]1[CH2:16][CH2:15][N:14]([C:17]3([CH3:30])[CH2:18][CH2:19][N:20]([C:23]([O:25][C:26]([CH3:27])([CH3:29])[CH3:28])=[O:24])[CH2:21][CH2:22]3)[CH2:13][C@@H:12]1[CH3:31])[C@H:6]([O:32][CH2:36][CH3:37])[CH2:5]2. The yield is 0.820. (2) The reactants are [F:1][C:2]1[CH:17]=[C:16]([N+:18]([O-])=O)[CH:15]=[CH:14][C:3]=1[O:4][C:5]1[C:10]2=[CH:11][CH:12]=[CH:13][N:9]2[N:8]=[CH:7][N:6]=1.[Cl-].[NH4+]. The catalyst is O1CCCC1.CO.[Zn]. The product is [F:1][C:2]1[CH:17]=[C:16]([NH2:18])[CH:15]=[CH:14][C:3]=1[O:4][C:5]1[C:10]2=[CH:11][CH:12]=[CH:13][N:9]2[N:8]=[CH:7][N:6]=1. The yield is 0.920. (3) The reactants are [C:1]1([C:16]2[CH:21]=[CH:20][CH:19]=[CH:18][CH:17]=2)[CH:6]=[CH:5][CH:4]=[CH:3][C:2]=1[NH:7][C:8]1[N:13]=[C:12]([NH2:14])[N:11]=[C:10](Cl)[N:9]=1.[H-].[Na+].[CH3:24][O:25][C:26]1[CH:31]=[CH:30][CH:29]=[CH:28][C:27]=1[N:32]=[C:33]=[O:34].O. The catalyst is O1CCCC1.ClCCl.CCCCCC. The product is [C:1]1([C:16]2[CH:21]=[CH:20][CH:19]=[CH:18][CH:17]=2)[CH:6]=[CH:5][CH:4]=[CH:3][C:2]=1[NH:7][C:8]1[N:9]=[CH:10][N:11]=[C:12]([NH:14][C:33]([NH:32][C:27]2[CH:28]=[CH:29][CH:30]=[CH:31][C:26]=2[O:25][CH3:24])=[O:34])[N:13]=1. The yield is 0.950. (4) The reactants are CN1CCN([CH2:8][CH2:9][CH2:10][NH:11][C:12]2[CH:17]=[CH:16][C:15]([N+:18]([O-])=O)=[CH:14][CH:13]=2)CC1.[OH2:21].NN.[CH3:24][CH2:25]O. The catalyst is [Ni]. The product is [NH2:18][C:15]1[CH:14]=[CH:13][C:12]([N:11]2[CH2:10][CH2:9][CH:8]([OH:21])[CH2:25][CH2:24]2)=[CH:17][CH:16]=1. The yield is 0.510. (5) The reactants are Br[C:2]1[C:3]([O:12][CH3:13])=[CH:4][C:5]([O:10][CH3:11])=[C:6]([CH:9]=1)[CH:7]=[O:8].[CH3:14][C:15]1[S:19][C:18](B(O)O)=[CH:17][CH:16]=1. No catalyst specified. The product is [CH3:11][O:10][C:5]1[CH:4]=[C:3]([O:12][CH3:13])[C:2]([C:18]2[S:19][C:15]([CH3:14])=[CH:16][CH:17]=2)=[CH:9][C:6]=1[CH:7]=[O:8]. The yield is 1.00.